Dataset: NCI-60 drug combinations with 297,098 pairs across 59 cell lines. Task: Regression. Given two drug SMILES strings and cell line genomic features, predict the synergy score measuring deviation from expected non-interaction effect. (1) Drug 1: CC(C)CN1C=NC2=C1C3=CC=CC=C3N=C2N. Drug 2: C1C(C(OC1N2C=NC3=C2NC=NCC3O)CO)O. Cell line: NCIH23. Synergy scores: CSS=12.2, Synergy_ZIP=-1.69, Synergy_Bliss=-1.52, Synergy_Loewe=7.24, Synergy_HSA=2.66. (2) Drug 1: C1=CN(C=N1)CC(O)(P(=O)(O)O)P(=O)(O)O. Drug 2: CN(C(=O)NC(C=O)C(C(C(CO)O)O)O)N=O. Cell line: SNB-75. Synergy scores: CSS=-0.0645, Synergy_ZIP=1.83, Synergy_Bliss=2.21, Synergy_Loewe=-0.246, Synergy_HSA=-0.159. (3) Drug 1: CC=C1C(=O)NC(C(=O)OC2CC(=O)NC(C(=O)NC(CSSCCC=C2)C(=O)N1)C(C)C)C(C)C. Drug 2: CCCCC(=O)OCC(=O)C1(CC(C2=C(C1)C(=C3C(=C2O)C(=O)C4=C(C3=O)C=CC=C4OC)O)OC5CC(C(C(O5)C)O)NC(=O)C(F)(F)F)O. Cell line: EKVX. Synergy scores: CSS=26.3, Synergy_ZIP=4.36, Synergy_Bliss=11.8, Synergy_Loewe=6.33, Synergy_HSA=9.21. (4) Drug 1: C1CNP(=O)(OC1)N(CCCl)CCCl. Drug 2: C(CN)CNCCSP(=O)(O)O. Cell line: HOP-62. Synergy scores: CSS=56.0, Synergy_ZIP=11.3, Synergy_Bliss=10.5, Synergy_Loewe=13.0, Synergy_HSA=15.5. (5) Drug 1: CC1=CC=C(C=C1)C2=CC(=NN2C3=CC=C(C=C3)S(=O)(=O)N)C(F)(F)F. Drug 2: C1C(C(OC1N2C=NC3=C2NC=NCC3O)CO)O. Cell line: HT29. Synergy scores: CSS=3.89, Synergy_ZIP=0.908, Synergy_Bliss=3.60, Synergy_Loewe=0.720, Synergy_HSA=0.235. (6) Drug 1: COC1=CC(=CC(=C1O)OC)C2C3C(COC3=O)C(C4=CC5=C(C=C24)OCO5)OC6C(C(C7C(O6)COC(O7)C8=CC=CS8)O)O. Drug 2: CCCCCOC(=O)NC1=NC(=O)N(C=C1F)C2C(C(C(O2)C)O)O. Cell line: MDA-MB-231. Synergy scores: CSS=40.2, Synergy_ZIP=2.35, Synergy_Bliss=4.91, Synergy_Loewe=-37.6, Synergy_HSA=6.99. (7) Drug 1: C1=CN(C=N1)CC(O)(P(=O)(O)O)P(=O)(O)O. Drug 2: N.N.Cl[Pt+2]Cl. Cell line: K-562. Synergy scores: CSS=5.39, Synergy_ZIP=1.50, Synergy_Bliss=-1.12, Synergy_Loewe=-15.7, Synergy_HSA=-8.32. (8) Drug 1: C1=CC(=CC=C1C#N)C(C2=CC=C(C=C2)C#N)N3C=NC=N3. Drug 2: CN1C(=O)N2C=NC(=C2N=N1)C(=O)N. Cell line: TK-10. Synergy scores: CSS=-1.18, Synergy_ZIP=0.897, Synergy_Bliss=0.617, Synergy_Loewe=-4.88, Synergy_HSA=-4.26. (9) Drug 1: CC(CN1CC(=O)NC(=O)C1)N2CC(=O)NC(=O)C2. Drug 2: C1=CN(C=N1)CC(O)(P(=O)(O)O)P(=O)(O)O. Cell line: NCI-H322M. Synergy scores: CSS=16.2, Synergy_ZIP=8.54, Synergy_Bliss=9.71, Synergy_Loewe=-15.6, Synergy_HSA=11.2.